This data is from Full USPTO retrosynthesis dataset with 1.9M reactions from patents (1976-2016). The task is: Predict the reactants needed to synthesize the given product. (1) Given the product [OH:17][C@H:10]1[C@H:11]([CH:14]([CH3:16])[CH3:15])[CH2:12][CH2:13][N:8]([C:26]([O:28][C:29]([CH3:30])([CH3:31])[CH3:32])=[O:27])[CH2:9]1, predict the reactants needed to synthesize it. The reactants are: C([N:8]1[CH2:13][CH2:12][C@@H:11]([CH:14]([CH3:16])[CH3:15])[C@H:10]([OH:17])[CH2:9]1)C1C=CC=CC=1.[C:29]([O:28][C:26](O[C:26]([O:28][C:29]([CH3:32])([CH3:31])[CH3:30])=[O:27])=[O:27])([CH3:32])([CH3:31])[CH3:30].C(N(CC)CC)C. (2) Given the product [CH3:23][C:14]1[C:13]([NH:12][C:3]2[CH:4]=[CH:5][C:6]([C:8]([F:10])([F:11])[F:9])=[CH:7][C:2]=2[NH:1][C:29]([C@H:25]2[CH2:26][CH2:27][CH2:28][O:24]2)=[O:30])=[CH:22][CH:21]=[CH:20][C:15]=1[C:16]([O:18][CH3:19])=[O:17], predict the reactants needed to synthesize it. The reactants are: [NH2:1][C:2]1[CH:7]=[C:6]([C:8]([F:11])([F:10])[F:9])[CH:5]=[CH:4][C:3]=1[NH:12][C:13]1[C:14]([CH3:23])=[C:15]([CH:20]=[CH:21][CH:22]=1)[C:16]([O:18][CH3:19])=[O:17].[O:24]1[CH2:28][CH2:27][CH2:26][C@@H:25]1[C:29](O)=[O:30].Cl.C(N=C=NCCCN(C)C)C.O.ON1C2C=CC=CC=2N=N1. (3) Given the product [Br:1][C:2]1[CH:9]=[CH:8][C:5]2[C:6](=[O:11])[NH:7][S:10][C:4]=2[CH:3]=1, predict the reactants needed to synthesize it. The reactants are: [Br:1][C:2]1[CH:9]=[CH:8][C:5]([C:6]#[N:7])=[C:4]([SH:10])[CH:3]=1.[OH:11]S(O)(=O)=O.C([O-])(O)=O.[Na+].